From a dataset of Peptide-MHC class I binding affinity with 185,985 pairs from IEDB/IMGT. Regression. Given a peptide amino acid sequence and an MHC pseudo amino acid sequence, predict their binding affinity value. This is MHC class I binding data. The peptide sequence is MMFDAMGAL. The MHC is HLA-C07:01 with pseudo-sequence HLA-C07:01. The binding affinity (normalized) is 0.326.